Dataset: Forward reaction prediction with 1.9M reactions from USPTO patents (1976-2016). Task: Predict the product of the given reaction. (1) Given the reactants C([O:3][C:4](=[O:32])[CH2:5][S:6][C:7]1[S:11][C:10]([NH:12][C:13]([N:15]([CH2:26][CH:27]2[CH2:31][CH2:30][CH2:29][CH2:28]2)[C:16]2[CH:21]=[CH:20][C:19]([S:22](=[O:25])(=[O:24])[NH2:23])=[CH:18][CH:17]=2)=[O:14])=[N:9][CH:8]=1)C.C1(CN(C2C=CC(S(C)(=O)=O)=CC=2)C(=O)NC2SC=C(CC(O)=O)N=2)CCCC1.C1(CNC2C=CC(S(=O)(=O)N)=CC=2)CCCC1.C(OC(=O)CSC1SC(N)=NC=1)C, predict the reaction product. The product is: [CH:27]1([CH2:26][N:15]([C:16]2[CH:21]=[CH:20][C:19]([S:22](=[O:24])(=[O:25])[NH2:23])=[CH:18][CH:17]=2)[C:13](=[O:14])[NH:12][C:10]2[S:11][C:7]([S:6][CH2:5][C:4]([OH:32])=[O:3])=[CH:8][N:9]=2)[CH2:31][CH2:30][CH2:29][CH2:28]1. (2) Given the reactants [CH3:1][O:2][C:3]1[CH:4]=[C:5]([CH:9]=[CH:10][CH:11]=1)[C:6]([NH2:8])=[O:7].C([O-])([O-])=O.[K+].[K+].[CH2:18]=O.Cl.[N:21]1[CH:26]=[CH:25][CH:24]=[CH:23][C:22]=1[C:27]1[CH2:28][CH2:29][NH:30][CH2:31][CH:32]=1, predict the reaction product. The product is: [N:21]1[CH:26]=[CH:25][CH:24]=[CH:23][C:22]=1[C:27]1[CH2:28][CH2:29][N:30]([CH2:18][NH:8][C:6](=[O:7])[C:5]2[CH:9]=[CH:10][CH:11]=[C:3]([O:2][CH3:1])[CH:4]=2)[CH2:31][CH:32]=1. (3) Given the reactants Cl[C:2]1[N:7]=[C:6]([S:8][CH3:9])[N:5]=[C:4]([N:10]2[C:14]3[CH:15]=[CH:16][CH:17]=[CH:18][C:13]=3[N:12]=[C:11]2[CH:19]([F:21])[F:20])[CH:3]=1.[C:22]([O:26][C:27](=[O:36])[NH:28][C@H:29]1[CH2:34][CH2:33][C@H:32]([OH:35])[CH2:31][CH2:30]1)([CH3:25])([CH3:24])[CH3:23].C(=O)([O-])[O-].[Cs+].[Cs+].O, predict the reaction product. The product is: [C:22]([O:26][C:27](=[O:36])[NH:28][C@H:29]1[CH2:30][CH2:31][C@H:32]([O:35][C:2]2[CH:3]=[C:4]([N:10]3[C:14]4[CH:15]=[CH:16][CH:17]=[CH:18][C:13]=4[N:12]=[C:11]3[CH:19]([F:21])[F:20])[N:5]=[C:6]([S:8][CH3:9])[N:7]=2)[CH2:33][CH2:34]1)([CH3:25])([CH3:23])[CH3:24]. (4) Given the reactants [CH2:1]([O:6][C:7]1[CH:16]=[CH:15][C:14]2[C:9](=[CH:10][CH:11]=[CH:12][CH:13]=2)[C:8]=1[CH:17]=[O:18])[CH2:2][CH:3]([CH3:5])C.OC1C=CC2C(=CC=CC=2)C=1C=O.BrCC1C=C[CH:37]=[C:36]([Cl:40])[CH:35]=1, predict the reaction product. The product is: [Cl:40][C:36]1[CH:35]=[C:2]([CH:3]=[CH:5][CH:37]=1)[CH2:1][O:6][C:7]1[CH:16]=[CH:15][C:14]2[C:9](=[CH:10][CH:11]=[CH:12][CH:13]=2)[C:8]=1[CH:17]=[O:18]. (5) Given the reactants [CH:1]([C:4]1[NH:5][C:6]([C:24]2[CH:29]=[CH:28][CH:27]=[C:26]([CH3:30])[N:25]=2)=[C:7]([C:9]2[CH:14]=[CH:13][CH:12]=[C:11](B3OC(C)(C)C(C)(C)O3)[CH:10]=2)[N:8]=1)([CH3:3])[CH3:2].Br[C:32]1[CH:37]=[CH:36][C:35]([S:38]([NH2:41])(=[O:40])=[O:39])=[CH:34][C:33]=1[F:42], predict the reaction product. The product is: [F:42][C:33]1[CH:34]=[C:35]([S:38]([NH2:41])(=[O:39])=[O:40])[CH:36]=[CH:37][C:32]=1[C:11]1[CH:12]=[CH:13][CH:14]=[C:9]([C:7]2[N:8]=[C:4]([CH:1]([CH3:2])[CH3:3])[NH:5][C:6]=2[C:24]2[CH:29]=[CH:28][CH:27]=[C:26]([CH3:30])[N:25]=2)[CH:10]=1.